This data is from Catalyst prediction with 721,799 reactions and 888 catalyst types from USPTO. The task is: Predict which catalyst facilitates the given reaction. Reactant: COC1C=CC(C[N:8](CC2C=CC(OC)=CC=2)[C:9]2[C:10]3[CH:18]=[N:17][CH:16]=[C:15]([C:19]([NH:21][C:22]4[C:27]([F:28])=[CH:26][CH:25]=[C:24]([NH:29][S:30]([CH2:33][CH2:34][CH3:35])(=[O:32])=[O:31])[C:23]=4[F:36])=[O:20])[C:11]=3[N:12]=[CH:13][N:14]=2)=CC=1. Product: [F:36][C:23]1[C:24]([NH:29][S:30]([CH2:33][CH2:34][CH3:35])(=[O:32])=[O:31])=[CH:25][CH:26]=[C:27]([F:28])[C:22]=1[NH:21][C:19]([C:15]1[C:11]2[N:12]=[CH:13][N:14]=[C:9]([NH2:8])[C:10]=2[CH:18]=[N:17][CH:16]=1)=[O:20]. The catalyst class is: 67.